Dataset: NCI-60 drug combinations with 297,098 pairs across 59 cell lines. Task: Regression. Given two drug SMILES strings and cell line genomic features, predict the synergy score measuring deviation from expected non-interaction effect. Drug 1: CC12CCC(CC1=CCC3C2CCC4(C3CC=C4C5=CN=CC=C5)C)O. Drug 2: C1=CC(=CC=C1CC(C(=O)O)N)N(CCCl)CCCl.Cl. Cell line: SW-620. Synergy scores: CSS=10.4, Synergy_ZIP=-4.61, Synergy_Bliss=-0.242, Synergy_Loewe=-3.67, Synergy_HSA=-3.45.